Task: Predict the reaction yield, written as a fraction of the theoretical maximum amount of product (1.0 means a 100% yield; for example, 0.34 means a 34% yield).. Dataset: Reaction yield outcomes from USPTO patents with 853,638 reactions (1) The reactants are [CH2:1]([O:3][C:4]1[CH:9]=[C:8]([CH2:10][OH:11])[CH:7]=[CH:6][C:5]=1[C:12]1[CH:17]=[CH:16][C:15]([F:18])=[CH:14][CH:13]=1)[CH3:2]. The catalyst is ClCCl.O=[Mn]=O. The product is [CH2:1]([O:3][C:4]1[CH:9]=[C:8]([CH:10]=[O:11])[CH:7]=[CH:6][C:5]=1[C:12]1[CH:13]=[CH:14][C:15]([F:18])=[CH:16][CH:17]=1)[CH3:2]. The yield is 0.770. (2) No catalyst specified. The product is [CH:1]([CH:4]1[C:9]([O:10][CH3:11])=[N:8][CH:7]([CH2:12][CH2:13][O:23][CH2:24][C:25]([F:28])([F:27])[F:26])[C:6]([O:18][CH3:19])=[N:5]1)([CH3:2])[CH3:3]. The reactants are [CH:1]([CH:4]1[C:9]([O:10][CH3:11])=[N:8][CH:7]([CH2:12][CH2:13]C(F)(F)F)[C:6]([O:18][CH3:19])=[N:5]1)([CH3:3])[CH3:2].BrCC[O:23][CH2:24][C:25]([F:28])([F:27])[F:26]. The yield is 0.650. (3) The reactants are CS(O[CH:6]1[CH2:11][CH2:10][N:9]([C:12]([O:14][C:15]([CH3:18])([CH3:17])[CH3:16])=[O:13])[CH2:8][CH2:7]1)(=O)=O.[CH3:19][CH:20]([S-:22])[CH3:21].[Na+]. The catalyst is CN(C=O)C.CCOC(C)=O. The product is [CH3:19][CH:20]([S:22][CH:6]1[CH2:7][CH2:8][N:9]([C:12]([O:14][C:15]([CH3:16])([CH3:17])[CH3:18])=[O:13])[CH2:10][CH2:11]1)[CH3:21]. The yield is 0.600. (4) The reactants are CCCC[N+](CCCC)(CCCC)CCCC.[F-].[C:19]([O:23][C:24](=[O:47])[N:25]([CH2:30][C:31]1[CH:36]=[CH:35][C:34]([Cl:37])=[C:33]([C:38](C)(C)[O:39][SiH2]C(C)(C)C)[CH:32]=1)[CH2:26][CH:27]1[CH2:29][CH2:28]1)([CH3:22])([CH3:21])[CH3:20].CCOC(C)=O. The catalyst is C1COCC1. The product is [C:19]([O:23][C:24](=[O:47])[N:25]([CH2:30][C:31]1[CH:36]=[CH:35][C:34]([Cl:37])=[C:33]([CH2:38][OH:39])[CH:32]=1)[CH2:26][CH:27]1[CH2:29][CH2:28]1)([CH3:22])([CH3:20])[CH3:21]. The yield is 0.440. (5) The reactants are [CH:1]([C:4]1[CH:9]=[C:8]([N+:10]([O-])=O)[CH:7]=[C:6]([CH:13]([CH3:15])[CH3:14])[C:5]=1[NH:16][S:17]([C:20]1[CH:25]=[CH:24][C:23]([CH3:26])=[CH:22][CH:21]=1)(=[O:19])=[O:18])([CH3:3])[CH3:2].[OH-].[Na+]. The catalyst is C(O)C.C(OCC)(=O)C. The product is [NH2:10][C:8]1[CH:9]=[C:4]([CH:1]([CH3:3])[CH3:2])[C:5]([NH:16][S:17]([C:20]2[CH:21]=[CH:22][C:23]([CH3:26])=[CH:24][CH:25]=2)(=[O:19])=[O:18])=[C:6]([CH:13]([CH3:15])[CH3:14])[CH:7]=1. The yield is 0.760. (6) The yield is 1.00. The catalyst is CO.[Pd]. The product is [C:1]([O:5][C:6]([N:8]1[CH2:13][CH2:12][CH:11]([C:14]2[CH:19]=[CH:18][C:17]([NH2:20])=[CH:16][CH:15]=2)[CH2:10][CH2:9]1)=[O:7])([CH3:4])([CH3:2])[CH3:3]. The reactants are [C:1]([O:5][C:6]([N:8]1[CH2:13][CH:12]=[C:11]([C:14]2[CH:19]=[CH:18][C:17]([NH2:20])=[CH:16][CH:15]=2)[CH2:10][CH2:9]1)=[O:7])([CH3:4])([CH3:3])[CH3:2]. (7) The reactants are C(N(CC)CC)C.Cl.[CH3:9][NH:10][O:11][CH3:12].[F:13][C:14]1[CH:22]=[CH:21][CH:20]=[CH:19][C:15]=1[C:16](Cl)=[O:17]. The catalyst is ClCCl. The product is [F:13][C:14]1[CH:22]=[CH:21][CH:20]=[CH:19][C:15]=1[C:16]([N:10]([O:11][CH3:12])[CH3:9])=[O:17]. The yield is 0.900. (8) The reactants are [CH3:1][N:2](C)[OH:3].[O:5]1[CH2:21][CH2:20][CH2:19][CH2:18][CH2:17][CH2:16][CH2:15][CH2:14][CH2:13][CH2:12][CH2:11][CH2:10][CH2:9][CH2:8][CH2:7][C:6]1=[O:22].[CH3:23]COCC.CO. The catalyst is C(Cl)Cl. The product is [CH3:23][O:3][N:2]([CH3:1])[C:6](=[O:22])[CH2:7][CH2:8][CH2:9][CH2:10][CH2:11][CH2:12][CH2:13][CH2:14][CH2:15][CH2:16][CH2:17][CH2:18][CH2:19][CH2:20][CH2:21][OH:5]. The yield is 0.890.